This data is from Forward reaction prediction with 1.9M reactions from USPTO patents (1976-2016). The task is: Predict the product of the given reaction. (1) The product is: [C:6]([OH:8])(=[O:7])[C:5]1[CH:9]=[CH:10][CH:11]=[CH:12][CH:4]=1. Given the reactants BrBr.Br[C:4]1[C:12](OC)=[C:11](OC)[C:10](OC)=[CH:9][C:5]=1[C:6]([OH:8])=[O:7].[OH-].[Na+].O, predict the reaction product. (2) Given the reactants [NH2:1][C@@H:2]([C:19]1[CH:24]=[CH:23][CH:22]=[CH:21][CH:20]=1)[C:3]([C:12]1[CH:17]=[CH:16][C:15]([F:18])=[CH:14][CH:13]=1)([C:5]1[CH:10]=[CH:9][C:8]([F:11])=[CH:7][CH:6]=1)[OH:4].[N:25]([CH2:28][C:29]1[CH:34]=[CH:33][C:32]([O:35][CH3:36])=[CH:31][C:30]=1[O:37][CH3:38])=[C:26]=[O:27], predict the reaction product. The product is: [F:18][C:15]1[CH:16]=[CH:17][C:12]([C:3]([C:5]2[CH:6]=[CH:7][C:8]([F:11])=[CH:9][CH:10]=2)([OH:4])[C@@H:2]([NH:1][C:26]([NH:25][CH2:28][C:29]2[CH:34]=[CH:33][C:32]([O:35][CH3:36])=[CH:31][C:30]=2[O:37][CH3:38])=[O:27])[C:19]2[CH:24]=[CH:23][CH:22]=[CH:21][CH:20]=2)=[CH:13][CH:14]=1.